This data is from Full USPTO retrosynthesis dataset with 1.9M reactions from patents (1976-2016). The task is: Predict the reactants needed to synthesize the given product. (1) Given the product [CH3:1][C:2]1[CH:7]=[C:6]([CH:8]2[CH2:9][CH2:10][N:11]([CH3:40])[CH2:12][CH2:13]2)[CH:5]=[CH:4][C:3]=1[NH:14][C:15]1[N:20]=[C:19]([CH2:21][CH2:22][C:23]2[CH:28]=[CH:27][CH:26]=[CH:25][C:24]=2[CH2:29][C:30]([O:32][CH3:33])=[O:31])[C:18]([C:34]([F:37])([F:35])[F:36])=[CH:17][N:16]=1, predict the reactants needed to synthesize it. The reactants are: [CH3:1][C:2]1[CH:7]=[C:6]([CH:8]2[CH2:13][CH2:12][NH:11][CH2:10][CH2:9]2)[CH:5]=[CH:4][C:3]=1[NH:14][C:15]1[N:20]=[C:19]([CH2:21][CH2:22][C:23]2[CH:28]=[CH:27][CH:26]=[CH:25][C:24]=2[CH2:29][C:30]([O:32][CH3:33])=[O:31])[C:18]([C:34]([F:37])([F:36])[F:35])=[CH:17][N:16]=1.C=O.[C:40](O[BH-](OC(=O)C)OC(=O)C)(=O)C.[Na+].C(OCC)(=O)C. (2) Given the product [F:1][C:2]1[CH:13]=[CH:12][CH:11]=[CH:10][C:3]=1[C:4]([NH:6][CH2:7][CH2:8][O:9][S:24]([CH3:14])(=[O:27])=[O:23])=[O:5], predict the reactants needed to synthesize it. The reactants are: [F:1][C:2]1[CH:13]=[CH:12][CH:11]=[CH:10][C:3]=1[C:4]([NH:6][CH2:7][CH2:8][OH:9])=[O:5].[CH2:14](N(C(C)C)C(C)C)C.[OH:23][S:24]([O-:27])(=O)=O.[K+]. (3) Given the product [CH2:9]([C:6]1[CH:5]=[CH:4][C:3]([O:2][CH3:1])=[CH:8][CH:7]=1)[CH2:10][CH2:11][CH2:12][C:13]#[CH:14], predict the reactants needed to synthesize it. The reactants are: [CH3:1][O:2][C:3]1[CH:8]=[CH:7][C:6]([CH2:9][CH2:10][CH2:11][CH2:12][C:13]#[C:14][Si](C)(C)C)=[CH:5][CH:4]=1.[OH-].[Na+]. (4) Given the product [CH:37]([NH:38][C:3](=[O:24])[C:4]1[CH:9]=[CH:8][C:7]([O:10][CH2:11][C:12]2[C:13]([CH:18]3[CH2:19][CH2:20][O:21][CH2:22][CH2:23]3)=[N:14][O:15][C:16]=2[CH3:17])=[N:6][CH:5]=1)([CH3:42])[CH3:36], predict the reactants needed to synthesize it. The reactants are: CO[C:3](=[O:24])[C:4]1[CH:9]=[CH:8][C:7]([O:10][CH2:11][C:12]2[C:13]([CH:18]3[CH2:23][CH2:22][O:21][CH2:20][CH2:19]3)=[N:14][O:15][C:16]=2[CH3:17])=[N:6][CH:5]=1.COC(=O)C1C=CC(OC[C:36]2[C:37]([CH:42]3CCCCC3)=[N:38]OC=2C)=NC=1. (5) Given the product [OH:53][C:47]([C:49]([F:52])([F:51])[F:50])=[O:48].[O:38]=[C:11]([N:12]1[C:20]2[C:15](=[CH:16][C:17]([CH2:21][CH2:22][C:23]3[S:24][C:25]([C:34]([F:37])([F:36])[F:35])=[C:26]([C:28]4[CH:29]=[CH:30][CH:31]=[CH:32][CH:33]=4)[CH:27]=3)=[CH:18][CH:19]=2)[CH2:14][CH2:13]1)[CH2:10][NH:9][CH2:8][CH2:7][C:6]([OH:46])=[O:5], predict the reactants needed to synthesize it. The reactants are: C([O:5][C:6](=[O:46])[CH2:7][CH2:8][N:9](C(OC(C)(C)C)=O)[CH2:10][C:11](=[O:38])[N:12]1[C:20]2[C:15](=[CH:16][C:17]([CH2:21][CH2:22][C:23]3[S:24][C:25]([C:34]([F:37])([F:36])[F:35])=[C:26]([C:28]4[CH:33]=[CH:32][CH:31]=[CH:30][CH:29]=4)[CH:27]=3)=[CH:18][CH:19]=2)[CH2:14][CH2:13]1)(C)(C)C.[C:47]([OH:53])([C:49]([F:52])([F:51])[F:50])=[O:48]. (6) Given the product [CH:20]([N:17]1[CH2:16][CH2:15][N:14]([CH2:12][C:4]2[CH:3]=[C:2]([CH:7]=[C:6]([C:8]([F:11])([F:10])[F:9])[CH:5]=2)[NH2:1])[CH2:19][CH2:18]1)([CH3:22])[CH3:21], predict the reactants needed to synthesize it. The reactants are: [NH2:1][C:2]1[CH:3]=[C:4]([C:12]([N:14]2[CH2:19][CH2:18][N:17]([CH:20]([CH3:22])[CH3:21])[CH2:16][CH2:15]2)=O)[CH:5]=[C:6]([C:8]([F:11])([F:10])[F:9])[CH:7]=1.B.C1COCC1.Cl.O. (7) The reactants are: [C:1]1([N:7]2[C:15]3[CH2:14][CH2:13][NH:12][CH2:11][C:10]=3[N:9]=[CH:8]2)[CH:6]=[CH:5][CH:4]=[CH:3][CH:2]=1.[Cl:16][C:17]1[CH:22]=[CH:21][CH:20]=[C:19]([N:23]=[C:24]=[O:25])[CH:18]=1.O. Given the product [Cl:16][C:17]1[CH:18]=[C:19]([NH:23][C:24]([N:12]2[CH2:13][CH2:14][C:15]3[N:7]([C:1]4[CH:2]=[CH:3][CH:4]=[CH:5][CH:6]=4)[CH:8]=[N:9][C:10]=3[CH2:11]2)=[O:25])[CH:20]=[CH:21][CH:22]=1, predict the reactants needed to synthesize it. (8) Given the product [Cl:18][C:19]1[CH:24]=[CH:23][C:22]([O:25][C:2]2[CH:7]=[CH:6][CH:5]=[CH:4][C:3]=2[CH3:8])=[C:21]([CH3:26])[CH:20]=1, predict the reactants needed to synthesize it. The reactants are: I[C:2]1[CH:7]=[CH:6][CH:5]=[CH:4][C:3]=1[CH3:8].BrC1C=CC(F)=CC=1C.[Cl:18][C:19]1[CH:24]=[CH:23][C:22]([OH:25])=[C:21]([CH3:26])[CH:20]=1.